From a dataset of Retrosynthesis with 50K atom-mapped reactions and 10 reaction types from USPTO. Predict the reactants needed to synthesize the given product. (1) Given the product COCCn1c(-c2ccc(Cl)s2)nn(CC(=O)NCC(NC(=O)OC(C)(C)C)c2ccccc2C(F)(F)F)c1=O, predict the reactants needed to synthesize it. The reactants are: CC(C)(C)OC(=O)NC(CN)c1ccccc1C(F)(F)F.COCCn1c(-c2ccc(Cl)s2)nn(CC(=O)O)c1=O. (2) Given the product CC(Oc1ncn(-c2ccc(C(F)(F)F)cc2)n1)C(=O)N(C)C, predict the reactants needed to synthesize it. The reactants are: CC(Oc1ncn(-c2ccc(C(F)(F)F)cc2)n1)C(=O)O.CNC. (3) Given the product CCn1ccc2c(-c3noc(-c4cnc(OC(C)C)c(Cl)c4)n3)ccc(CCC(=O)O)c21, predict the reactants needed to synthesize it. The reactants are: CCOC(=O)CCc1ccc(-c2noc(-c3cnc(OC(C)C)c(Cl)c3)n2)c2ccn(CC)c12. (4) Given the product COCCCCCCCOc1ccc(-c2nnc(N3CCN(c4ccc(C(=O)O)cc4)CC3)s2)cc1, predict the reactants needed to synthesize it. The reactants are: CCOC(=O)c1ccc(N2CCN(c3nnc(-c4ccc(OCCCCCCCOC)cc4)s3)CC2)cc1. (5) The reactants are: Nc1nc(Cl)cc(NCC2(CO)CCC2)n1. Given the product Nc1nccc(NCC2(CO)CCC2)n1, predict the reactants needed to synthesize it. (6) Given the product O=C1OCc2c1cnc1ccccc21, predict the reactants needed to synthesize it. The reactants are: O=C1OCc2c1c(Cl)nc1ccccc21. (7) Given the product NCCCCc1cccc(Cl)c1, predict the reactants needed to synthesize it. The reactants are: NCC/C=C\c1cccc(Cl)c1.